The task is: Predict the reactants needed to synthesize the given product.. This data is from Full USPTO retrosynthesis dataset with 1.9M reactions from patents (1976-2016). (1) Given the product [O:12]1[CH2:16][CH:17]1[CH2:18][O:11][C:2]1[CH:3]=[N:4][C:5]2[C:10](=[CH:9][CH:8]=[CH:7][CH:6]=2)[N:1]=1, predict the reactants needed to synthesize it. The reactants are: [N:1]1[C:10]2[C:5](=[CH:6][CH:7]=[CH:8][CH:9]=2)[N:4]=[CH:3][C:2]=1[OH:11].[O:12]1[C:16]2[CH:17]=[CH:18]C=CC=2N=C1. (2) The reactants are: FC(F)(F)C(O)=O.[CH:8]1([CH2:11][CH2:12][O:13][C:14]2[NH:15][C:16]([NH2:25])=[C:17]3[C:21]([N:22]=2)=[N:20][C:19]([O:23][CH3:24])=[N:18]3)[CH2:10][CH2:9]1.C(=O)([O-])[O-].[K+].[K+].CS(O[CH2:37][CH:38]1[CH2:42][CH2:41][O:40][CH2:39]1)(=O)=O. Given the product [CH:8]1([CH2:11][CH2:12][O:13][C:14]2[N:22]=[C:21]3[C:17]([N:18]=[C:19]([O:23][CH3:24])[N:20]3[CH2:37][CH:38]3[CH2:42][CH2:41][O:40][CH2:39]3)=[C:16]([NH2:25])[N:15]=2)[CH2:10][CH2:9]1, predict the reactants needed to synthesize it. (3) Given the product [F:1][C:2]1[CH:29]=[CH:28][CH:27]=[CH:26][C:3]=1[CH2:4][N:5]1[C:9]2=[N:10][CH:11]=[CH:12][CH:13]=[C:8]2[C:7]([C:14]2[N:22]=[C:21]3[C:17]([N:18]([CH3:24])[C:19](=[O:23])[NH:20]3)=[CH:16][N:15]=2)=[N:6]1, predict the reactants needed to synthesize it. The reactants are: [F:1][C:2]1[CH:29]=[CH:28][CH:27]=[CH:26][C:3]=1[CH2:4][N:5]1[C:9]2=[N:10][CH:11]=[CH:12][CH:13]=[C:8]2[C:7]([C:14]2[N:22]=[C:21]3[C:17]([N:18]([CH3:24])[C:19](=[O:23])[NH:20]3)=[C:16](I)[N:15]=2)=[N:6]1. (4) Given the product [CH:1]1([C:4]2[NH:8][N:7]=[C:6]([NH:9][C:10]3[C:17]([F:18])=[CH:16][C:13]([C:14]#[N:15])=[C:12]([NH:38][C@H:36]([C:33]4[CH:32]=[CH:31][C:30]([F:29])=[CH:35][N:34]=4)[CH3:37])[N:11]=3)[CH:5]=2)[CH2:3][CH2:2]1, predict the reactants needed to synthesize it. The reactants are: [CH:1]1([C:4]2[NH:8][N:7]=[C:6]([NH:9][C:10]3[C:17]([F:18])=[CH:16][C:13]([C:14]#[N:15])=[C:12](F)[N:11]=3)[CH:5]=2)[CH2:3][CH2:2]1.CCN(C(C)C)C(C)C.[F:29][C:30]1[CH:31]=[CH:32][C:33]([C@@H:36]([NH2:38])[CH3:37])=[N:34][CH:35]=1.